Task: Predict the reactants needed to synthesize the given product.. Dataset: Full USPTO retrosynthesis dataset with 1.9M reactions from patents (1976-2016) (1) Given the product [Cl:1][C:2]1[CH:3]=[CH:4][C:5]2[O:9][CH:8]=[C:7]([CH2:10][O:11][C:30]3[CH:29]=[CH:28][C:25]([CH:26]=[O:27])=[CH:24][CH:23]=3)[C:6]=2[CH:12]=1, predict the reactants needed to synthesize it. The reactants are: [Cl:1][C:2]1[CH:3]=[CH:4][C:5]2[O:9][CH:8]=[C:7]([CH2:10][OH:11])[C:6]=2[CH:12]=1.C12([C:23]3[CH:24]=[C:25]([CH:28]=[CH:29][C:30]=3OC)[CH:26]=[O:27])CC3CC(CC(C3)C1)C2. (2) Given the product [Br-:1].[NH2:17][C:15]([C:11]1[CH:10]=[C:9]([CH:14]=[CH:13][CH:12]=1)[O:8][CH2:7][CH2:6][CH2:5][CH2:4][CH2:3][CH2:2][P+:24]([C:25]1[CH:26]=[CH:27][CH:28]=[CH:29][CH:30]=1)([C:31]1[CH:36]=[CH:35][CH:34]=[CH:33][CH:32]=1)[C:18]1[CH:19]=[CH:20][CH:21]=[CH:22][CH:23]=1)=[O:16], predict the reactants needed to synthesize it. The reactants are: [Br:1][CH2:2][CH2:3][CH2:4][CH2:5][CH2:6][CH2:7][O:8][C:9]1[CH:10]=[C:11]([C:15]([NH2:17])=[O:16])[CH:12]=[CH:13][CH:14]=1.[C:18]1([P:24]([C:31]2[CH:36]=[CH:35][CH:34]=[CH:33][CH:32]=2)[C:25]2[CH:30]=[CH:29][CH:28]=[CH:27][CH:26]=2)[CH:23]=[CH:22][CH:21]=[CH:20][CH:19]=1. (3) Given the product [CH:1]1([C:6]2[CH:34]=[CH:33][C:9]([CH2:10][O:11][C:12]3[CH:20]=[CH:19][C:18]4[N:17]5[CH2:21][CH2:22][CH:23]([CH2:24][C:25]([O:27][C:28]([CH3:31])([CH3:30])[CH3:29])=[O:26])[C:16]5=[C:15]([CH:40]5[CH2:42][CH2:41]5)[C:14]=4[CH:13]=3)=[CH:8][C:7]=2[C:35]([F:38])([F:37])[F:36])[CH2:5][CH2:4][CH2:3][CH2:2]1, predict the reactants needed to synthesize it. The reactants are: [CH:1]1([C:6]2[CH:34]=[CH:33][C:9]([CH2:10][O:11][C:12]3[CH:20]=[CH:19][C:18]4[N:17]5[CH2:21][CH2:22][CH:23]([CH2:24][C:25]([O:27][C:28]([CH3:31])([CH3:30])[CH3:29])=[O:26])[C:16]5=[C:15](I)[C:14]=4[CH:13]=3)=[CH:8][C:7]=2[C:35]([F:38])([F:37])[F:36])[CH2:5][CH2:4][CH2:3][CH2:2]1.[Br-].[CH:40]1([Zn+])[CH2:42][CH2:41]1. (4) Given the product [CH3:1][O:2][C:3](=[O:22])[C:4]1[CH:15]=[C:14]([O:16][CH2:17][CH2:18][CH2:19][CH:20]=[CH2:21])[CH:13]=[C:6]([C:7]2[O:12][CH:11]=[CH:10][N:9]=2)[CH:5]=1, predict the reactants needed to synthesize it. The reactants are: [CH3:1][O:2][C:3](=[O:22])[C:4]1[CH:15]=[C:14]([O:16][CH2:17][CH2:18][CH2:19][CH:20]=[CH2:21])[CH:13]=[C:6]([C:7]([NH:9][CH2:10][CH:11]=[O:12])=O)[CH:5]=1.ClC(Cl)(Cl)C(Cl)(Cl)Cl.C1(P(C2C=CC=CC=2)C2C=CC=CC=2)C=CC=CC=1.N1C=CC=CC=1.[Cl-].[Na+]. (5) Given the product [N+:1]([C:4]1[CH:21]=[C:20]([N+:22]([O-:24])=[O:23])[CH:19]=[CH:18][C:5]=1[O:6][NH2:7])([O-:3])=[O:2], predict the reactants needed to synthesize it. The reactants are: [N+:1]([C:4]1[CH:21]=[C:20]([N+:22]([O-:24])=[O:23])[CH:19]=[CH:18][C:5]=1[O:6][N:7]1C(=O)C2C(=CC=CC=2)C1=O)([O-:3])=[O:2].C(Cl)Cl.O.NN.Cl.